Dataset: Reaction yield outcomes from USPTO patents with 853,638 reactions. Task: Predict the reaction yield, written as a fraction of the theoretical maximum amount of product (1.0 means a 100% yield; for example, 0.34 means a 34% yield). (1) The reactants are Br[C:2]1[CH:7]=[CH:6][CH:5]=[CH:4][C:3]=1[O:8][CH3:9].C([Li])CCC.[CH:15]([C:18]1[CH:23]=[CH:22][C:21]([C:24](=[O:28])[CH:25]([CH3:27])[CH3:26])=[CH:20][CH:19]=1)([CH3:17])[CH3:16].O. The catalyst is C1COCC1. The product is [CH:15]([C:18]1[CH:23]=[CH:22][C:21]([C:24]([C:2]2[CH:7]=[CH:6][CH:5]=[CH:4][C:3]=2[O:8][CH3:9])([OH:28])[CH:25]([CH3:27])[CH3:26])=[CH:20][CH:19]=1)([CH3:17])[CH3:16]. The yield is 0.430. (2) The reactants are [CH2:1]([O:8][C:9]1[CH:10]=[C:11]([C:15]2[N:16]=[C:17]([C:25]3[CH:26]=[C:27]([CH2:31][OH:32])[CH:28]=[CH:29][CH:30]=3)[N:18]3[CH:23]=[CH:22][N:21]=[C:20](Cl)[C:19]=23)[CH:12]=[CH:13][CH:14]=1)[C:2]1[CH:7]=[CH:6][CH:5]=[CH:4][CH:3]=1.COC(=O)C1C=CC=C(C2N3C=CN=C(Cl)C3=C(C3C=CC=C(OCC4C=CC=CC=4)C=3)[N:43]=2)C=1.[H-].[H-].[H-].[H-].[Li+].[Al+3]. The catalyst is C1COCC1. The product is [NH2:43][C:20]1[C:19]2[N:18]([C:17]([C:25]3[CH:26]=[C:27]([CH2:31][OH:32])[CH:28]=[CH:29][CH:30]=3)=[N:16][C:15]=2[C:11]2[CH:12]=[CH:13][CH:14]=[C:9]([O:8][CH2:1][C:2]3[CH:7]=[CH:6][CH:5]=[CH:4][CH:3]=3)[CH:10]=2)[CH:23]=[CH:22][N:21]=1. The yield is 0.710. (3) The reactants are [O:1]1[CH:5]=[CH:4][CH:3]=[C:2]1[CH2:6][NH:7][S:8]([C:11]1[CH:19]=[CH:18][C:14]([C:15]([OH:17])=[O:16])=[CH:13][CH:12]=1)(=[O:10])=[O:9].C(=O)([O-])[O-].[Cs+].[Cs+].Br[CH2:27][C:28]1[CH:33]=[CH:32][CH:31]=[CH:30][CH:29]=1. The catalyst is CN(C=O)C.C(OCC)(=O)C. The product is [CH2:27]([N:7]([CH2:6][C:2]1[O:1][CH:5]=[CH:4][CH:3]=1)[S:8]([C:11]1[CH:19]=[CH:18][C:14]([C:15]([OH:17])=[O:16])=[CH:13][CH:12]=1)(=[O:10])=[O:9])[C:28]1[CH:33]=[CH:32][CH:31]=[CH:30][CH:29]=1. The yield is 0.350. (4) The reactants are [C:1]([O:7][CH2:8][CH3:9])(=[O:6])[CH2:2][C:3]([CH3:5])=O.[F:10][C:11]1[CH:18]=[C:17]([Br:19])[CH:16]=[CH:15][C:12]=1[CH:13]=O.[NH4+:20].[OH-:21]. The catalyst is CCO.C(Cl)Cl. The product is [Br:19][C:17]1[CH:16]=[CH:15][C:12]([CH:13]2[C:2]([C:1]([O:7][CH2:8][CH3:9])=[O:6])=[C:3]([CH3:5])[NH:20][C:3]([CH3:5])=[C:2]2[C:1]([O:7][CH2:8][CH3:9])=[O:21])=[C:11]([F:10])[CH:18]=1. The yield is 0.580. (5) The reactants are Cl.Cl.[Cl:3][C:4]1[CH:5]=[C:6]([C:11]2([CH2:17][CH2:18][N:19]3[C@H:24]4[CH2:25][CH2:26][C@@H:20]3[CH2:21][CH:22]([N:27]3[C:31]5[CH:32]=[CH:33][CH:34]=[CH:35][C:30]=5[N:29]=[C:28]3[CH3:36])[CH2:23]4)[CH2:16][CH2:15][NH:14][CH2:13][CH2:12]2)[CH:7]=[C:8]([F:10])[CH:9]=1.C(N(CC)CC)C.[Cl:44][C:45]1[CH:53]=[CH:52][C:48]([C:49](O)=[O:50])=[CH:47][C:46]=1[S:54](=[O:57])(=[O:56])[NH2:55].F[P-](F)(F)(F)(F)F.N1(OC(N(C)C)=[N+](C)C)C2N=CC=CC=2N=N1. The catalyst is CN(C)C=O.O. The product is [Cl:44][C:45]1[CH:53]=[CH:52][C:48]([C:49]([N:14]2[CH2:13][CH2:12][C:11]([C:6]3[CH:7]=[C:8]([F:10])[CH:9]=[C:4]([Cl:3])[CH:5]=3)([CH2:17][CH2:18][N:19]3[C@H:24]4[CH2:25][CH2:26][C@@H:20]3[CH2:21][CH:22]([N:27]3[C:31]5[CH:32]=[CH:33][CH:34]=[CH:35][C:30]=5[N:29]=[C:28]3[CH3:36])[CH2:23]4)[CH2:16][CH2:15]2)=[O:50])=[CH:47][C:46]=1[S:54]([NH2:55])(=[O:57])=[O:56]. The yield is 0.360. (6) The reactants are [Cl:1][C:2]1[N:7]=[N:6][C:5]([C:8](OCC)=[O:9])=[C:4]([NH:13][C:14]2[CH:19]=[CH:18][CH:17]=[C:16]([O:20][CH2:21][CH3:22])[N:15]=2)[CH:3]=1.CO.[NH3:25]. No catalyst specified. The product is [Cl:1][C:2]1[N:7]=[N:6][C:5]([C:8]([NH2:25])=[O:9])=[C:4]([NH:13][C:14]2[CH:19]=[CH:18][CH:17]=[C:16]([O:20][CH2:21][CH3:22])[N:15]=2)[CH:3]=1. The yield is 0.900. (7) The reactants are Br[C:2]1[S:3][C:4]([CH:7]=O)=[CH:5][CH:6]=1.[CH2:9]([NH:15][CH2:16][CH2:17][CH2:18][CH2:19][CH2:20][CH3:21])[CH2:10][CH2:11][CH2:12][CH2:13][CH3:14].ClC1C=CC(N)=CC=1.[C:30]([C:32]1[C:33](=[C:40]([C:43]#[N:44])[C:41]#[N:42])[O:34][C:35]([CH3:39])([CH3:38])[C:36]=1[CH3:37])#[N:31]. The catalyst is C1(C)C=CC(S(O)(=O)=O)=CC=1.N1C=CC=CC=1.C(O)C.C(O)(=O)C. The product is [C:30]([C:32]1[C:33](=[C:40]([C:41]#[N:42])[C:43]#[N:44])[O:34][C:35]([CH3:38])([CH3:39])[C:36]=1[CH:37]=[CH:7][C:4]1[S:3][C:2]([N:15]([CH2:9][CH2:10][CH2:11][CH2:12][CH2:13][CH3:14])[CH2:16][CH2:17][CH2:18][CH2:19][CH2:20][CH3:21])=[CH:6][CH:5]=1)#[N:31]. The yield is 0.400.